Dataset: Forward reaction prediction with 1.9M reactions from USPTO patents (1976-2016). Task: Predict the product of the given reaction. Given the reactants [Cl:1][C:2]1[N:7]=[C:6](Cl)[C:5]([CH3:9])=[CH:4][N:3]=1.[CH:10]1([CH:15]([N:19]2[CH:23]=[C:22](B3OC(C)(C)C(C)(C)O3)[CH:21]=[N:20]2)[CH2:16][C:17]#[N:18])[CH2:14][CH2:13][CH2:12][CH2:11]1.P([O-])([O-])([O-])=O.[K+].[K+].[K+].O1CCOC[CH2:42]1, predict the reaction product. The product is: [Cl:1][C:2]1[N:7]=[C:6]([C:22]2[CH:21]=[N:20][N:19]([CH:15]([CH:10]3[CH2:14][CH2:13][CH2:12][CH2:11]3)[CH2:16][C:17]#[N:18])[CH:23]=2)[C:5]([CH2:9][CH3:42])=[CH:4][N:3]=1.